This data is from Peptide-MHC class I binding affinity with 185,985 pairs from IEDB/IMGT. The task is: Regression. Given a peptide amino acid sequence and an MHC pseudo amino acid sequence, predict their binding affinity value. This is MHC class I binding data. (1) The peptide sequence is VPVHLCNLI. The MHC is HLA-A01:01 with pseudo-sequence HLA-A01:01. The binding affinity (normalized) is 0. (2) The peptide sequence is STESHNQTFL. The MHC is HLA-A01:01 with pseudo-sequence HLA-A01:01. The binding affinity (normalized) is 0.136.